Dataset: NCI-60 drug combinations with 297,098 pairs across 59 cell lines. Task: Regression. Given two drug SMILES strings and cell line genomic features, predict the synergy score measuring deviation from expected non-interaction effect. (1) Drug 1: CC1C(C(CC(O1)OC2CC(CC3=C2C(=C4C(=C3O)C(=O)C5=C(C4=O)C(=CC=C5)OC)O)(C(=O)C)O)N)O.Cl. Drug 2: C(CN)CNCCSP(=O)(O)O. Cell line: OVCAR3. Synergy scores: CSS=25.7, Synergy_ZIP=0.895, Synergy_Bliss=6.17, Synergy_Loewe=-28.8, Synergy_HSA=0.307. (2) Drug 1: C1=CC(=CC=C1CCCC(=O)O)N(CCCl)CCCl. Drug 2: C1=NNC2=C1C(=O)NC=N2. Cell line: KM12. Synergy scores: CSS=9.51, Synergy_ZIP=-6.07, Synergy_Bliss=-4.87, Synergy_Loewe=0.377, Synergy_HSA=0.694. (3) Drug 1: C1=CC(=CC=C1CCC2=CNC3=C2C(=O)NC(=N3)N)C(=O)NC(CCC(=O)O)C(=O)O. Drug 2: C(CC(=O)O)C(=O)CN.Cl. Cell line: SN12C. Synergy scores: CSS=18.8, Synergy_ZIP=-7.09, Synergy_Bliss=-4.88, Synergy_Loewe=-10.9, Synergy_HSA=-2.16. (4) Drug 1: CCC1(CC2CC(C3=C(CCN(C2)C1)C4=CC=CC=C4N3)(C5=C(C=C6C(=C5)C78CCN9C7C(C=CC9)(C(C(C8N6C)(C(=O)OC)O)OC(=O)C)CC)OC)C(=O)OC)O.OS(=O)(=O)O. Drug 2: C1CCC(C(C1)N)N.C(=O)(C(=O)[O-])[O-].[Pt+4]. Cell line: OVCAR-5. Synergy scores: CSS=22.7, Synergy_ZIP=-2.58, Synergy_Bliss=2.46, Synergy_Loewe=1.80, Synergy_HSA=2.10. (5) Drug 1: C1=CN(C(=O)N=C1N)C2C(C(C(O2)CO)O)O.Cl. Drug 2: CCC1(CC2CC(C3=C(CCN(C2)C1)C4=CC=CC=C4N3)(C5=C(C=C6C(=C5)C78CCN9C7C(C=CC9)(C(C(C8N6C)(C(=O)OC)O)OC(=O)C)CC)OC)C(=O)OC)O.OS(=O)(=O)O. Cell line: CAKI-1. Synergy scores: CSS=30.7, Synergy_ZIP=2.43, Synergy_Bliss=2.41, Synergy_Loewe=3.86, Synergy_HSA=4.65.